Dataset: Forward reaction prediction with 1.9M reactions from USPTO patents (1976-2016). Task: Predict the product of the given reaction. (1) Given the reactants Cl[CH2:2][CH2:3][CH2:4][O:5][CH2:6][CH2:7][C:8]1[CH:13]=[CH:12][C:11]([O:14][C:15](=[O:20])[C:16]([CH3:19])([CH3:18])[CH3:17])=[CH:10][CH:9]=1.[I-:21].[Na+], predict the reaction product. The product is: [I:21][CH2:2][CH2:3][CH2:4][O:5][CH2:6][CH2:7][C:8]1[CH:13]=[CH:12][C:11]([O:14][C:15](=[O:20])[C:16]([CH3:19])([CH3:18])[CH3:17])=[CH:10][CH:9]=1. (2) Given the reactants [CH2:1]([O:3][C:4](=[O:21])[CH2:5][C:6]1[CH:11]=[CH:10][CH:9]=[C:8]([NH:12][C:13]([C:15]2[O:16][C:17](Br)=[CH:18][CH:19]=2)=[O:14])[CH:7]=1)[CH3:2].[CH3:22][N:23]([CH3:33])[C:24]1[CH:29]=[CH:28][C:27](B(O)O)=[CH:26][CH:25]=1.C(=O)([O-])[O-].[K+].[K+], predict the reaction product. The product is: [CH2:1]([O:3][C:4](=[O:21])[CH2:5][C:6]1[CH:11]=[CH:10][CH:9]=[C:8]([NH:12][C:13]([C:15]2[O:16][C:17]([C:27]3[CH:28]=[CH:29][C:24]([N:23]([CH3:33])[CH3:22])=[CH:25][CH:26]=3)=[CH:18][CH:19]=2)=[O:14])[CH:7]=1)[CH3:2]. (3) The product is: [C:1]1([CH2:7][CH2:8][CH2:9][C:10]#[C:11][C:12]2[CH:13]=[C:14]([CH2:17][CH2:18][OH:32])[S:15][CH:16]=2)[CH:6]=[CH:5][CH:4]=[CH:3][CH:2]=1. Given the reactants [C:1]1([CH2:7][CH2:8][CH2:9][C:10]#[C:11][C:12]2[CH:13]=[C:14]([CH2:17][C:18]#N)[S:15][CH:16]=2)[CH:6]=[CH:5][CH:4]=[CH:3][CH:2]=1.[OH-].[K+].Cl.C(N(CC)CC)C.ClC(OCC)=[O:32].[BH4-].[Na+], predict the reaction product. (4) The product is: [Cl:1][C:2]1[CH:3]=[CH:4][C:5]2[N:6]([CH:8]=[C:9]([NH:11][C:12](=[O:21])[CH2:13][CH2:14][CH:15]3[CH2:20][CH2:19][CH2:18][CH2:17][N:16]3[CH2:22][CH3:23])[N:10]=2)[N:7]=1. Given the reactants [Cl:1][C:2]1[CH:3]=[CH:4][C:5]2[N:6]([CH:8]=[C:9]([NH:11][C:12](=[O:21])[CH2:13][CH2:14][CH:15]3[CH2:20][CH2:19][CH2:18][CH2:17][NH:16]3)[N:10]=2)[N:7]=1.[C:22](O)(=O)[CH3:23].C(=O)C.C([BH3-])#N.[Na+], predict the reaction product. (5) The product is: [F:1][C:2]1[CH:12]=[CH:11][C:5]([C:6]([O:8][CH2:9][I:14])=[O:7])=[CH:4][CH:3]=1. Given the reactants [F:1][C:2]1[CH:12]=[CH:11][C:5]([C:6]([O:8][CH2:9]Cl)=[O:7])=[CH:4][CH:3]=1.[Na+].[I-:14], predict the reaction product. (6) The product is: [CH2:20]([O:19][C:17](=[O:18])[C:16]([CH3:23])([O:14][C:6]1[CH:7]=[C:8]([C:10]([F:11])([F:12])[F:13])[CH:9]=[C:4]([N+:1]([O-:3])=[O:2])[CH:5]=1)[CH3:22])[CH3:21]. Given the reactants [N+:1]([C:4]1[CH:5]=[C:6]([OH:14])[CH:7]=[C:8]([C:10]([F:13])([F:12])[F:11])[CH:9]=1)([O-:3])=[O:2].Br[C:16]([CH3:23])([CH3:22])[C:17]([O:19][CH2:20][CH3:21])=[O:18], predict the reaction product. (7) Given the reactants [F-].[Cs+].F[C:4]1[CH:11]=[CH:10][C:7]([C:8]#[N:9])=[CH:6][CH:5]=1.C[Si](C)(C)[N:14]1[CH2:18][CH2:17][CH2:16][CH2:15]1.O, predict the reaction product. The product is: [N:14]1([C:4]2[CH:11]=[CH:10][C:7]([C:8]#[N:9])=[CH:6][CH:5]=2)[CH2:18][CH2:17][CH2:16][CH2:15]1. (8) Given the reactants [OH:1][C@H:2]([CH3:6])[C:3]([NH2:5])=O.F[B-](F)(F)F.C([O+](CC)CC)C.N[C:20]1[C:21]([NH:29][C@H:30]2[CH2:35][CH2:34][C@H:33]([OH:36])[CH2:32][CH2:31]2)=[C:22]2[S:28][CH:27]=[CH:26][C:23]2=[N:24][CH:25]=1, predict the reaction product. The product is: [OH:1][C@@H:2]([C:3]1[N:29]([C@H:30]2[CH2:31][CH2:32][C@H:33]([OH:36])[CH2:34][CH2:35]2)[C:21]2=[C:22]3[S:28][CH:27]=[CH:26][C:23]3=[N:24][CH:25]=[C:20]2[N:5]=1)[CH3:6]. (9) Given the reactants [CH3:1][CH2:2][C:3]([C:5]1[CH:10]=[CH:9][C:8]([Cl:11])=[CH:7][CH:6]=1)=[O:4].[Br:12]Br, predict the reaction product. The product is: [Cl:11][C:8]1[CH:7]=[CH:6][C:5]([C:3]([CH:2]([Br:12])[CH3:1])=[O:4])=[CH:10][CH:9]=1. (10) Given the reactants C([O:3][C:4](=[O:17])/[CH:5]=[CH:6]/[C:7]1[CH:12]=[CH:11][C:10]([S:13]([CH3:16])(=[O:15])=[O:14])=[CH:9][CH:8]=1)C.[OH-].[Li+], predict the reaction product. The product is: [CH3:16][S:13]([C:10]1[CH:11]=[CH:12][C:7](/[CH:6]=[CH:5]/[C:4]([OH:17])=[O:3])=[CH:8][CH:9]=1)(=[O:14])=[O:15].